From a dataset of Full USPTO retrosynthesis dataset with 1.9M reactions from patents (1976-2016). Predict the reactants needed to synthesize the given product. (1) Given the product [C:1]([C:3]1[CH:4]=[CH:5][C:6]2[O:15][CH2:14][CH2:13][C:12]3[CH:11]=[C:10]([C:16]([N:29]([C:28]4[CH:31]=[CH:32][C:33]([Cl:35])=[CH:34][C:27]=4[Cl:26])[CH3:30])=[O:18])[S:9][C:8]=3[C:7]=2[CH:19]=1)#[N:2], predict the reactants needed to synthesize it. The reactants are: [C:1]([C:3]1[CH:4]=[CH:5][C:6]2[O:15][CH2:14][CH2:13][C:12]3[CH:11]=[C:10]([C:16]([OH:18])=O)[S:9][C:8]=3[C:7]=2[CH:19]=1)#[N:2].C(Cl)(=O)C(Cl)=O.[Cl:26][C:27]1[CH:34]=[C:33]([Cl:35])[CH:32]=[CH:31][C:28]=1[NH:29][CH3:30].C(=O)([O-])[O-].[K+].[K+]. (2) Given the product [CH3:13][C:12]1([CH3:14])[C:8]([C:7]2[N:6]=[C:5]([CH:15]=[O:16])[CH:4]=[CH:3][C:2]=2[C:19]2[CH:20]=[C:21]([O:24][CH3:25])[CH:22]=[CH:23][C:18]=2[F:17])=[CH:9][CH2:10][CH2:11]1, predict the reactants needed to synthesize it. The reactants are: Cl[C:2]1[CH:3]=[CH:4][C:5]([CH:15]=[O:16])=[N:6][C:7]=1[C:8]1[C:12]([CH3:14])([CH3:13])[CH2:11][CH2:10][CH:9]=1.[F:17][C:18]1[CH:23]=[CH:22][C:21]([O:24][CH3:25])=[CH:20][C:19]=1B(O)O. (3) The reactants are: [CH3:1][C:2]1[C:3]([N:11]2[CH2:16][CH2:15][O:14][CH2:13][CH2:12]2)=[N:4][CH:5]=[C:6]([N+:8]([O-])=O)[CH:7]=1.Cl.CO.[H][H]. Given the product [CH3:1][C:2]1[CH:7]=[C:6]([NH2:8])[CH:5]=[N:4][C:3]=1[N:11]1[CH2:12][CH2:13][O:14][CH2:15][CH2:16]1, predict the reactants needed to synthesize it. (4) Given the product [F:24][CH:2]([F:1])[CH2:3][O:4][C@H:5]1[CH2:9][N:8]([C:10]([O:12][CH2:13][C:14]2[CH:19]=[CH:18][CH:17]=[CH:16][CH:15]=2)=[O:11])[CH:7]([CH2:20][OH:21])[CH2:6]1, predict the reactants needed to synthesize it. The reactants are: [F:1][CH:2]([F:24])[CH2:3][O:4][C@H:5]1[CH2:9][N:8]([C:10]([O:12][CH2:13][C:14]2[CH:19]=[CH:18][CH:17]=[CH:16][CH:15]=2)=[O:11])[CH:7]([C:20](OC)=[O:21])[CH2:6]1.[BH4-].[Li+].O. (5) Given the product [Si:1]([O:18][CH2:19][CH2:20][N:21]([CH3:52])[C:22](=[O:51])[CH2:23][C@@H:24]([NH:33][C:34]1[CH:39]=[CH:38][C:37]([S:40](=[O:42])(=[O:43])[NH2:41])=[CH:36][C:35]=1[S:44]([C:47]([F:50])([F:48])[F:49])(=[O:46])=[O:45])[CH2:25][S:26][C:27]1[CH:32]=[CH:31][CH:30]=[CH:29][CH:28]=1)([C:14]([CH3:15])([CH3:16])[CH3:17])([C:2]1[CH:3]=[CH:4][CH:5]=[CH:6][CH:7]=1)[C:8]1[CH:13]=[CH:12][CH:11]=[CH:10][CH:9]=1, predict the reactants needed to synthesize it. The reactants are: [Si:1]([O:18][CH2:19][CH2:20][N:21]([CH2:52]C)[C:22](=[O:51])[CH2:23][C@@H:24]([NH:33][C:34]1[CH:39]=[CH:38][C:37]([S:40](=[O:43])(=[O:42])[NH2:41])=[CH:36][C:35]=1[S:44]([C:47]([F:50])([F:49])[F:48])(=[O:46])=[O:45])[CH2:25][S:26][C:27]1[CH:32]=[CH:31][CH:30]=[CH:29][CH:28]=1)([C:14]([CH3:17])([CH3:16])[CH3:15])([C:8]1[CH:13]=[CH:12][CH:11]=[CH:10][CH:9]=1)[C:2]1[CH:7]=[CH:6][CH:5]=[CH:4][CH:3]=1.C1(SC[C@H](NC2C=CC(S(=O)(=O)N)=CC=2S(C(F)(F)F)(=O)=O)CC(O)=O)C=CC=CC=1.[Si](OCCNC)(C(C)(C)C)(C1C=CC=CC=1)C1C=CC=CC=1.